This data is from Forward reaction prediction with 1.9M reactions from USPTO patents (1976-2016). The task is: Predict the product of the given reaction. (1) Given the reactants [CH3:1][O:2][C:3]([C:5]1[CH:9]=[CH:8][N:7]([CH2:10][CH2:11][CH2:12][C@H:13]([NH:21]C(OC(C)(C)C)=O)[C:14]([O:16]CCCC)=[O:15])[N:6]=1)=[O:4].Cl, predict the reaction product. The product is: [CH3:1][O:2][C:3]([C:5]1[CH:9]=[CH:8][N:7]([CH2:10][CH2:11][CH2:12][C@H:13]([NH2:21])[C:14]([OH:16])=[O:15])[N:6]=1)=[O:4]. (2) Given the reactants C[O:2][C:3](=[O:33])[C:4]1[CH:9]=[C:8]([NH2:10])[CH:7]=[C:6]([N:11]2[C:15]([CH3:16])=[CH:14][CH:13]=[C:12]2[C:17]2[CH:22]=[C:21]([Br:23])[CH:20]=[CH:19][C:18]=2[O:24][CH2:25][C:26]2[CH:31]=[CH:30][C:29]([F:32])=[CH:28][CH:27]=2)[CH:5]=1.[OH-].[Na+], predict the reaction product. The product is: [Br:23][C:21]1[CH:20]=[CH:19][C:18]([O:24][CH2:25][C:26]2[CH:27]=[CH:28][C:29]([F:32])=[CH:30][CH:31]=2)=[C:17]([C:12]2[N:11]([C:6]3[CH:5]=[C:4]([CH:9]=[C:8]([NH2:10])[CH:7]=3)[C:3]([OH:33])=[O:2])[C:15]([CH3:16])=[CH:14][CH:13]=2)[CH:22]=1. (3) Given the reactants [Br:1][C:2]1[CH:3]=[C:4]([NH:11][CH2:12][CH2:13][C:14]([F:17])([F:16])[F:15])[C:5]2[N:6]([CH:8]=[CH:9][N:10]=2)[N:7]=1.[C:18](O[C:18]([O:20][C:21]([CH3:24])([CH3:23])[CH3:22])=[O:19])([O:20][C:21]([CH3:24])([CH3:23])[CH3:22])=[O:19].C(OCC)(=O)C, predict the reaction product. The product is: [Br:1][C:2]1[CH:3]=[C:4]([N:11]([CH2:12][CH2:13][C:14]([F:15])([F:16])[F:17])[C:18](=[O:19])[O:20][C:21]([CH3:24])([CH3:23])[CH3:22])[C:5]2[N:6]([CH:8]=[CH:9][N:10]=2)[N:7]=1. (4) Given the reactants Br[C:2]1[CH:7]=[CH:6][N:5]=[C:4]([CH3:8])[C:3]=1[CH3:9].[B:10](OC(C)C)([O:15]C(C)C)[O:11]C(C)C.[Li]CCCC, predict the reaction product. The product is: [CH3:8][C:4]1[C:3]([CH3:9])=[C:2]([B:10]([OH:15])[OH:11])[CH:7]=[CH:6][N:5]=1. (5) Given the reactants [OH:1][NH:2][C:3]([C:5]1[CH:10]=[CH:9][C:8]([C:11]([F:14])([F:13])[F:12])=[CH:7][N:6]=1)=[NH:4].[Cl:15][C:16]1[CH:24]=[C:23]([N+:25]([O-:27])=[O:26])[CH:22]=[CH:21][C:17]=1[C:18](O)=O, predict the reaction product. The product is: [Cl:15][C:16]1[CH:24]=[C:23]([N+:25]([O-:27])=[O:26])[CH:22]=[CH:21][C:17]=1[C:18]1[O:1][N:2]=[C:3]([C:5]2[CH:10]=[CH:9][C:8]([C:11]([F:12])([F:13])[F:14])=[CH:7][N:6]=2)[N:4]=1. (6) Given the reactants [F:1][C:2]1([F:33])[CH2:4][C@@H:3]1[CH2:5][O:6][C:7]1[N:12]=[C:11]([N:13]2[CH2:18][CH2:17][CH:16]([C:19]3[C:27]4[C:22](=[N:23][CH:24]=[CH:25][CH:26]=4)[NH:21][N:20]=3)[CH2:15][CH2:14]2)[N:10]=[C:9](C(C#N)C#N)[N:8]=1.[F:34][C:35]([F:40])([F:39])[C@@H:36]([NH2:38])[CH3:37].C1C=C(Cl)C=C([C:48](OO)=[O:49])C=1, predict the reaction product. The product is: [F:1][C:2]1([F:33])[CH2:4][C@@H:3]1[CH2:5][O:6][C:7]1[N:12]=[C:11]([N:13]2[CH2:18][CH2:17][CH:16]([C:19]3[C:27]4[C:22](=[N:23][CH:24]=[CH:25][CH:26]=4)[NH:21][N:20]=3)[CH2:15][CH2:14]2)[N:10]=[C:9]([C:48]([NH:38][C@@H:36]([CH3:37])[C:35]([F:40])([F:39])[F:34])=[O:49])[N:8]=1.